This data is from Full USPTO retrosynthesis dataset with 1.9M reactions from patents (1976-2016). The task is: Predict the reactants needed to synthesize the given product. (1) Given the product [Br:43][C:44]1[N:49]=[CH:48][C:47]2[C:50]([C:56]([NH:1][CH:2]3[CH2:7][CH2:6][CH:5]([C:8]#[N:9])[CH2:4][CH2:3]3)=[O:57])=[CH:51][N:52]([CH:53]([CH3:54])[CH3:55])[C:46]=2[CH:45]=1, predict the reactants needed to synthesize it. The reactants are: [NH2:1][CH:2]1[CH2:7][CH2:6][CH:5]([C:8]#[N:9])[CH2:4][CH2:3]1.CN(C(ON1N=NC2C=CC=CC1=2)=[N+](C)C)C.F[P-](F)(F)(F)(F)F.C(N(CC)C(C)C)(C)C.[Br:43][C:44]1[N:49]=[CH:48][C:47]2[C:50]([C:56](O)=[O:57])=[CH:51][N:52]([CH:53]([CH3:55])[CH3:54])[C:46]=2[CH:45]=1. (2) Given the product [CH3:1][N:2]([C:14]1[CH:23]=[CH:22][CH:21]=[CH:20][C:15]=1[C:16]([O:18][CH3:19])=[O:17])[C:3]1[CH:12]=[CH:11][CH:10]=[CH:9][C:4]=1[C:5]([O:7][CH3:8])=[O:6], predict the reactants needed to synthesize it. The reactants are: [CH3:1][NH:2][C:3]1[C:4](=[CH:9][CH:10]=[CH:11][CH:12]=1)[C:5]([O:7][CH3:8])=[O:6].I[C:14]1[CH:23]=[CH:22][CH:21]=[CH:20][C:15]=1[C:16]([O:18][CH3:19])=[O:17].C(=O)([O-])[O-].[K+].[K+]. (3) Given the product [N+:1]([C:4]1[CH:9]=[C:8]([C:53]([F:56])([F:55])[F:54])[CH:7]=[CH:6][C:5]=1[O:10][C:11]1[CH:12]=[C:13]2[C:18](=[CH:19][CH:20]=1)[O:17][CH:16]([C:21]1[CH:26]=[CH:25][CH:24]=[CH:23][CH:22]=1)[CH2:15][CH2:14]2)([O-:3])=[O:2], predict the reactants needed to synthesize it. The reactants are: [N+:1]([C:4]1[CH:9]=[CH:8][CH:7]=[CH:6][C:5]=1[O:10][C:11]1[CH:12]=[C:13]2[C:18](=[CH:19][CH:20]=1)[O:17][CH:16]([C:21]1[CH:26]=[CH:25][CH:24]=[CH:23][CH:22]=1)[CH2:15][CH2:14]2)([O-:3])=[O:2].OC1C=C2C(=CC=1)OC(C1C=CC=CC=1)CC2.[OH-].[K+].ClC1C=CC([C:53]([F:56])([F:55])[F:54])=CC=1[N+]([O-])=O. (4) Given the product [C:20]([C:19]1[CH:22]=[C:15]([NH:14][C:11]([C:7]2[CH:6]=[C:5]([S:2]([Cl:1])(=[O:4])=[O:3])[S:9][C:8]=2[CH3:10])=[O:12])[CH:16]=[C:17]([CH3:24])[C:18]=1[F:23])#[N:21], predict the reactants needed to synthesize it. The reactants are: [Cl:1][S:2]([C:5]1[S:9][C:8]([CH3:10])=[C:7]([C:11](Cl)=[O:12])[CH:6]=1)(=[O:4])=[O:3].[NH2:14][C:15]1[CH:16]=[C:17]([CH3:24])[C:18]([F:23])=[C:19]([CH:22]=1)[C:20]#[N:21].